From a dataset of Forward reaction prediction with 1.9M reactions from USPTO patents (1976-2016). Predict the product of the given reaction. (1) Given the reactants C(OC([N:8]1[CH2:13][CH2:12][CH:11]([N:14]([CH2:24][C:25]2[CH:30]=[CH:29][CH:28]=[C:27]([C:31]#[N:32])[CH:26]=2)[C:15]2[CH:20]=[CH:19][C:18]([S:21]([CH3:23])=[O:22])=[CH:17][CH:16]=2)[CH2:10][CH2:9]1)=O)(C)(C)C.O=[C:34]([CH3:48])[CH2:35][CH2:36][N:37]1C(=O)C2C(=CC=CC=2)C1=O, predict the reaction product. The product is: [NH2:37][CH2:36][CH2:35][CH:34]([N:8]1[CH2:13][CH2:12][CH:11]([N:14]([CH2:24][C:25]2[CH:26]=[C:27]([CH:28]=[CH:29][CH:30]=2)[C:31]#[N:32])[C:15]2[CH:20]=[CH:19][C:18]([S:21]([CH3:23])=[O:22])=[CH:17][CH:16]=2)[CH2:10][CH2:9]1)[CH3:48]. (2) Given the reactants C(OC([N:11]1[CH2:16][CH2:15][N:14]([C:17]([C:19]2[S:44][C:22]3=[CH:23][CH:24]=[C:25]4[C:30]([N:29]=[C:28]([NH:31][C:32]5[CH:37]=[CH:36][CH:35]=[C:34]([N:38]6[CH2:43][CH2:42][CH2:41][CH2:40][CH2:39]6)[CH:33]=5)[N:27]=[CH:26]4)=[C:21]3[CH:20]=2)=[O:18])[CH2:13][CH2:12]1)=O)C1C=CC=CC=1.Br.CO, predict the reaction product. The product is: [N:14]1([C:17]([C:19]2[S:44][C:22]3=[CH:23][CH:24]=[C:25]4[C:30]([N:29]=[C:28]([NH:31][C:32]5[CH:37]=[CH:36][CH:35]=[C:34]([N:38]6[CH2:43][CH2:42][CH2:41][CH2:40][CH2:39]6)[CH:33]=5)[N:27]=[CH:26]4)=[C:21]3[CH:20]=2)=[O:18])[CH2:15][CH2:16][NH:11][CH2:12][CH2:13]1. (3) Given the reactants C([O-])=O.[NH4+].[CH3:5][N:6]1[C:12]2[CH:13]=[CH:14][C:15]([N+:21]([O-])=O)=[C:16]([O:17][CH:18]([CH3:20])[CH3:19])[C:11]=2[CH2:10][CH2:9][CH2:8][C:7]1=[O:24], predict the reaction product. The product is: [NH2:21][C:15]1[CH:14]=[CH:13][C:12]2[N:6]([CH3:5])[C:7](=[O:24])[CH2:8][CH2:9][CH2:10][C:11]=2[C:16]=1[O:17][CH:18]([CH3:20])[CH3:19]. (4) The product is: [F:8][C:6]1[CH:5]=[C:4]([C:9]2[CH:10]=[CH:11][C:12](=[O:33])[N:13]([CH2:15][C:16]3[CH:21]=[CH:20][CH:19]=[C:18]([C:22]4[S:23][C:24]([CH:27]5[CH2:32][CH2:31][N:30]([CH3:36])[CH2:29][CH2:28]5)=[CH:25][N:26]=4)[CH:17]=3)[N:14]=2)[CH:3]=[C:2]([F:1])[CH:7]=1. Given the reactants [F:1][C:2]1[CH:3]=[C:4]([C:9]2[CH:10]=[CH:11][C:12](=[O:33])[N:13]([CH2:15][C:16]3[CH:21]=[CH:20][CH:19]=[C:18]([C:22]4[S:23][C:24]([CH:27]5[CH2:32][CH2:31][NH:30][CH2:29][CH2:28]5)=[CH:25][N:26]=4)[CH:17]=3)[N:14]=2)[CH:5]=[C:6]([F:8])[CH:7]=1.C=O.[C:36](O[BH-](OC(=O)C)OC(=O)C)(=O)C.[Na+], predict the reaction product. (5) Given the reactants [C:1]([C:4]1[CH:11]=[CH:10][C:7]([C:8]#[N:9])=[CH:6][CH:5]=1)(=[O:3])[CH3:2].[BH4-].[Na+], predict the reaction product. The product is: [OH:3][CH:1]([C:4]1[CH:11]=[CH:10][C:7]([C:8]#[N:9])=[CH:6][CH:5]=1)[CH3:2]. (6) Given the reactants [CH3:1][O:2][C:3](=[O:35])[C@@H:4]([NH:23][C:24](=[O:34])[C:25]1[C:30]([Cl:31])=[CH:29][C:28]([OH:32])=[CH:27][C:26]=1[Cl:33])[CH2:5][C:6]1[CH:11]=[CH:10][C:9]([NH:12][C:13](=[O:22])[C:14]2[C:19]([Cl:20])=[CH:18][CH:17]=[CH:16][C:15]=2[Cl:21])=[CH:8][CH:7]=1.[C:36]([O:40][C:41]([NH:43][CH2:44][CH2:45][CH2:46]Br)=[O:42])([CH3:39])([CH3:38])[CH3:37].C(=O)([O-])[O-].[K+].[K+].CN(C=O)C, predict the reaction product. The product is: [CH3:1][O:2][C:3](=[O:35])[C@@H:4]([NH:23][C:24](=[O:34])[C:25]1[C:26]([Cl:33])=[CH:27][C:28]([O:32][CH2:46][CH2:45][CH2:44][NH:43][C:41]([O:40][C:36]([CH3:37])([CH3:39])[CH3:38])=[O:42])=[CH:29][C:30]=1[Cl:31])[CH2:5][C:6]1[CH:7]=[CH:8][C:9]([NH:12][C:13](=[O:22])[C:14]2[C:19]([Cl:20])=[CH:18][CH:17]=[CH:16][C:15]=2[Cl:21])=[CH:10][CH:11]=1. (7) Given the reactants [Cl:1][CH2:2][CH2:3][CH2:4][S:5]([O:8][CH2:9][C:10]([CH3:24])([CH3:23])[C@@H:11]([O:15][CH2:16][C:17]1[CH:22]=[CH:21][CH:20]=[CH:19][CH:18]=1)[C:12]([OH:14])=[O:13])(=[O:7])=[O:6].C(Cl)(=O)C(Cl)=O.O[CH2:32][C:33]([N:35]([CH3:37])[CH3:36])=[O:34].N1C=CC=CC=1, predict the reaction product. The product is: [Cl:1][CH2:2][CH2:3][CH2:4][S:5]([O:8][CH2:9][C:10]([CH3:24])([CH3:23])[C@@H:11]([O:15][CH2:16][C:17]1[CH:22]=[CH:21][CH:20]=[CH:19][CH:18]=1)[C:12]([O:14][CH2:32][C:33](=[O:34])[N:35]([CH3:37])[CH3:36])=[O:13])(=[O:6])=[O:7]. (8) Given the reactants Cl[C:2]1[N:3]=[C:4]([N:15]2[CH2:20][CH2:19][O:18][CH2:17][C@@H:16]2[CH3:21])[C:5]2[CH:10]([CH3:11])[S:9](=[O:13])(=[O:12])[CH:8]([CH3:14])[C:6]=2[N:7]=1.[CH:22]1([NH:25][C:26]([NH:28][C:29]2[CH:34]=[CH:33][C:32](B3OC(C)(C)C(C)(C)O3)=[CH:31][CH:30]=2)=[O:27])[CH2:24][CH2:23]1, predict the reaction product. The product is: [CH:22]1([NH:25][C:26]([NH:28][C:29]2[CH:34]=[CH:33][C:32]([C:2]3[N:3]=[C:4]([N:15]4[CH2:20][CH2:19][O:18][CH2:17][C@@H:16]4[CH3:21])[C:5]4[CH:10]([CH3:11])[S:9](=[O:13])(=[O:12])[CH:8]([CH3:14])[C:6]=4[N:7]=3)=[CH:31][CH:30]=2)=[O:27])[CH2:24][CH2:23]1. (9) Given the reactants C(O[BH-](OC(=O)C)OC(=O)C)(=O)C.[Na+].[C:15]([C:19]1[CH:20]=[C:21]([C:28]2[CH:29]=[N:30][C:31]([C:34]([F:37])([F:36])[F:35])=[CH:32][CH:33]=2)[C:22]([OH:27])=[C:23]([CH:26]=1)[CH:24]=O)([CH3:18])([CH3:17])[CH3:16].[NH:38]1[CH2:43][CH2:42][CH2:41][CH2:40][CH2:39]1.C(O)C.[ClH:47], predict the reaction product. The product is: [ClH:47].[C:15]([C:19]1[CH:20]=[C:21]([C:28]2[CH:29]=[N:30][C:31]([C:34]([F:36])([F:35])[F:37])=[CH:32][CH:33]=2)[C:22]([OH:27])=[C:23]([CH2:24][N:38]2[CH2:43][CH2:42][CH2:41][CH2:40][CH2:39]2)[CH:26]=1)([CH3:17])([CH3:16])[CH3:18]. (10) Given the reactants NC[CH2:3][CH2:4][CH2:5][CH2:6][CH2:7][CH2:8][CH2:9][C:10]([OH:12])=O.[NH2:13]CCCCCCCCCCC(O)=O, predict the reaction product. The product is: [C:10]1(=[O:12])[NH:13][CH2:3][CH2:4][CH2:5][CH2:6][CH2:7][CH2:8][CH2:9]1.